From a dataset of Full USPTO retrosynthesis dataset with 1.9M reactions from patents (1976-2016). Predict the reactants needed to synthesize the given product. Given the product [ClH:21].[CH2:14]([CH:10]1[CH2:11][CH2:12][CH2:13][NH:8][CH2:9]1)[C:15]1[CH:20]=[CH:19][CH:18]=[CH:17][CH:16]=1, predict the reactants needed to synthesize it. The reactants are: C(OC([N:8]1[CH2:13][CH2:12][CH2:11][CH:10]([CH2:14][C:15]2[CH:20]=[CH:19][CH:18]=[CH:17][CH:16]=2)[CH2:9]1)=O)(C)(C)C.[ClH:21].